Task: Predict the reactants needed to synthesize the given product.. Dataset: Full USPTO retrosynthesis dataset with 1.9M reactions from patents (1976-2016) (1) Given the product [Cl:1][C:2]1[C:7]([Cl:8])=[CH:6][CH:5]=[CH:4][C:3]=1[S:9]([NH:23][C:22]1[C:17]([C:15]([O:14][CH3:13])=[O:16])=[N:18][CH:19]=[CH:20][N:21]=1)(=[O:11])=[O:10], predict the reactants needed to synthesize it. The reactants are: [Cl:1][C:2]1[C:7]([Cl:8])=[CH:6][CH:5]=[CH:4][C:3]=1[S:9](Cl)(=[O:11])=[O:10].[CH3:13][O:14][C:15]([C:17]1[C:22]([NH2:23])=[N:21][CH:20]=[CH:19][N:18]=1)=[O:16].[H-].[Na+]. (2) Given the product [CH3:21][O:20][C:18]1[CH:17]=[C:15]([NH:16][C:7]2[N:8]=[C:3]([NH:2][CH3:1])[N:4]=[C:5]([Cl:10])[N:6]=2)[CH:14]=[C:13]([O:12][CH3:11])[CH:19]=1, predict the reactants needed to synthesize it. The reactants are: [CH3:1][NH:2][C:3]1[N:8]=[C:7](Cl)[N:6]=[C:5]([Cl:10])[N:4]=1.[CH3:11][O:12][C:13]1[CH:14]=[C:15]([CH:17]=[C:18]([O:20][CH3:21])[CH:19]=1)[NH2:16].C(Cl)Cl.[K+].[Br-]. (3) The reactants are: [F:1][C:2]1[C:10]2[N:9]=[CH:8][N:7]([CH3:11])[C:6]=2[CH:5]=[C:4]([C:12]([O:14]C)=[O:13])[C:3]=1[NH:16][C:17]1[CH:22]=[CH:21][C:20]([I:23])=[CH:19][C:18]=1[F:24].[Li+].[OH-]. Given the product [F:1][C:2]1[C:10]2[N:9]=[CH:8][N:7]([CH3:11])[C:6]=2[CH:5]=[C:4]([C:12]([OH:14])=[O:13])[C:3]=1[NH:16][C:17]1[CH:22]=[CH:21][C:20]([I:23])=[CH:19][C:18]=1[F:24], predict the reactants needed to synthesize it. (4) Given the product [CH3:10][O:11][C:12]1[CH:19]=[CH:18][C:15]([CH:16]=[CH:2][C:1]([C:4]2[CH:9]=[CH:8][CH:7]=[CH:6][N:5]=2)=[O:3])=[CH:14][CH:13]=1, predict the reactants needed to synthesize it. The reactants are: [C:1]([C:4]1[CH:9]=[CH:8][CH:7]=[CH:6][N:5]=1)(=[O:3])[CH3:2].[CH3:10][O:11][C:12]1[CH:19]=[CH:18][C:15]([CH:16]=O)=[CH:14][CH:13]=1.[OH-].[Na+].